From a dataset of Full USPTO retrosynthesis dataset with 1.9M reactions from patents (1976-2016). Predict the reactants needed to synthesize the given product. (1) Given the product [F:19][C:20]1[CH:25]=[CH:24][C:23]([C:2]2[N:6]3[CH:7]=[CH:8][CH:9]=[CH:10][C:5]3=[N:4][C:3]=2[C:11]2[CH:18]=[CH:17][C:14]([CH:15]=[O:16])=[CH:13][CH:12]=2)=[CH:22][CH:21]=1, predict the reactants needed to synthesize it. The reactants are: Br[C:2]1[N:6]2[CH:7]=[CH:8][CH:9]=[CH:10][C:5]2=[N:4][C:3]=1[C:11]1[CH:18]=[CH:17][C:14]([CH:15]=[O:16])=[CH:13][CH:12]=1.[F:19][C:20]1[CH:25]=[CH:24][C:23](B(O)O)=[CH:22][CH:21]=1.C([O-])([O-])=O.[K+].[K+].O.C(O)C. (2) Given the product [Cl:1][CH2:2][CH2:3][C@H:4]([O:5][C:13]1[CH:14]=[C:15]([C:19](=[O:21])[CH3:20])[CH:16]=[CH:17][CH:18]=1)[C:6]1[CH:11]=[CH:10][CH:9]=[CH:8][CH:7]=1, predict the reactants needed to synthesize it. The reactants are: [Cl:1][CH2:2][CH2:3][C@H:4]([C:6]1[CH:11]=[CH:10][CH:9]=[CH:8][CH:7]=1)[OH:5].O[C:13]1[CH:14]=[C:15]([C:19](=[O:21])[CH3:20])[CH:16]=[CH:17][CH:18]=1.C1(P(C2C=CC=CC=2)C2C=CC=CC=2)C=CC=CC=1.CCOC(/N=N/C(OCC)=O)=O. (3) Given the product [Cl:1][C:2]1[CH:7]=[CH:6][CH:5]=[C:4]([O:8][CH3:9])[C:3]=1/[CH:10]=[C:11]1/[CH:16]2[CH2:17][CH:13]([C:12](=[O:18])[O:22]/1)[CH2:14][CH2:15]2, predict the reactants needed to synthesize it. The reactants are: [Cl:1][C:2]1[CH:7]=[CH:6][CH:5]=[C:4]([O:8][CH3:9])[C:3]=1/[CH:10]=[C:11]1/[C:12](=[O:18])[CH:13]2[CH2:17][CH:16]/1[CH2:15][CH2:14]2.OO.[Se](=O)=[O:22].CCCCC. (4) Given the product [CH2:9]([C:7]1([CH3:11])[CH2:6][CH2:5][CH:4]([CH:12]([CH3:13])[CH3:14])[CH:3]([CH2:1][CH3:2])[O:8]1)[CH3:10], predict the reactants needed to synthesize it. The reactants are: [CH2:1]([CH:3]1[O:8][C:7]([CH3:11])([CH:9]=[CH2:10])[CH2:6][CH2:5][CH:4]1[C:12]([CH3:14])=[CH2:13])[CH3:2].[H][H]. (5) Given the product [CH3:15][NH:16][CH2:2][C:3]1[N:7]([CH2:8][CH:9]([OH:11])[CH3:10])[N:6]=[C:5]([N+:12]([O-:14])=[O:13])[CH:4]=1, predict the reactants needed to synthesize it. The reactants are: Br[CH2:2][C:3]1[N:7]([CH2:8][CH:9]([OH:11])[CH3:10])[N:6]=[C:5]([N+:12]([O-:14])=[O:13])[CH:4]=1.[CH3:15][NH2:16].